From a dataset of Catalyst prediction with 721,799 reactions and 888 catalyst types from USPTO. Predict which catalyst facilitates the given reaction. Reactant: C[O:2][C:3](=[O:23])[CH:4]([C:15]1[CH:20]=[CH:19][C:18]([Cl:21])=[C:17]([Cl:22])[CH:16]=1)[CH2:5][CH2:6][NH:7][C:8]([O:10][C:11]([CH3:14])([CH3:13])[CH3:12])=[O:9].O.[OH-].[Li+]. Product: [C:11]([O:10][C:8]([NH:7][CH2:6][CH2:5][CH:4]([C:15]1[CH:20]=[CH:19][C:18]([Cl:21])=[C:17]([Cl:22])[CH:16]=1)[C:3]([OH:23])=[O:2])=[O:9])([CH3:14])([CH3:12])[CH3:13]. The catalyst class is: 1.